This data is from Reaction yield outcomes from USPTO patents with 853,638 reactions. The task is: Predict the reaction yield, written as a fraction of the theoretical maximum amount of product (1.0 means a 100% yield; for example, 0.34 means a 34% yield). (1) The reactants are [CH3:1][O:2][C:3]1[N:8]=[N:7][C:6]([NH2:9])=[CH:5][CH:4]=1.CC1(C)C2C(=C(P(C3C=CC=CC=3)C3C=CC=CC=3)C=CC=2)OC2C(P(C3C=CC=CC=3)C3C=CC=CC=3)=CC=CC1=2.[C:52]([O:55][CH2:56][C:57]1[C:58]([N:72]2[CH2:83][CH2:82][N:81]3[C:74](=[CH:75][C:76]4[CH2:77][C:78]([CH3:85])([CH3:84])[CH2:79][C:80]=43)[C:73]2=[O:86])=[N:59][CH:60]=[CH:61][C:62]=1[C:63]1[CH:68]=[C:67](Br)[C:66](=[O:70])[N:65]([CH3:71])[CH:64]=1)(=[O:54])[CH3:53].C([O-])([O-])=O.[Cs+].[Cs+]. The catalyst is C1C=CC(/C=C/C(/C=C/C2C=CC=CC=2)=O)=CC=1.C1C=CC(/C=C/C(/C=C/C2C=CC=CC=2)=O)=CC=1.C1C=CC(/C=C/C(/C=C/C2C=CC=CC=2)=O)=CC=1.[Pd].[Pd].O1CCOCC1. The product is [C:52]([O:55][CH2:56][C:57]1[C:58]([N:72]2[CH2:83][CH2:82][N:81]3[C:74](=[CH:75][C:76]4[CH2:77][C:78]([CH3:85])([CH3:84])[CH2:79][C:80]=43)[C:73]2=[O:86])=[N:59][CH:60]=[CH:61][C:62]=1[C:63]1[CH:68]=[C:67]([NH:9][C:6]2[N:7]=[N:8][C:3]([O:2][CH3:1])=[CH:4][CH:5]=2)[C:66](=[O:70])[N:65]([CH3:71])[CH:64]=1)(=[O:54])[CH3:53]. The yield is 0.600. (2) The product is [N:22]1[C:23]2[C:28](=[CH:27][CH:26]=[CH:25][CH:24]=2)[N:29]=[CH:30][C:21]=1[N:10]1[CH2:11][CH2:12][C:7]2([C:2](=[O:13])[NH:3][CH2:4][CH2:5][CH2:6]2)[CH2:8][CH2:9]1. The reactants are Cl.[C:2]1(=[O:13])[C:7]2([CH2:12][CH2:11][NH:10][CH2:9][CH2:8]2)[CH2:6][CH2:5][CH2:4][NH:3]1.C([O-])([O-])=O.[K+].[K+].Cl[C:21]1[CH:30]=[N:29][C:28]2[C:23](=[CH:24][CH:25]=[CH:26][CH:27]=2)[N:22]=1. The catalyst is CN(C=O)C. The yield is 0.780. (3) The reactants are [CH3:1][C:2]1[CH:7]=[CH:6][C:5](S(Cl)(=O)=O)=[CH:4][CH:3]=1.N1C=C[CH:15]=[CH:14][CH:13]=1.[Cl-].[Na+].[OH2:20]. The catalyst is O. The product is [CH2:1]=[C:2]1[CH2:7][C@H:6]2[CH2:5][C@H:4]([CH2:13][C:14](=[O:20])[CH2:15]2)[CH2:3]1. The yield is 0.670. (4) The reactants are Cl[C:2]1[N:3]([CH2:10][C:11]([OH:24])([CH3:23])[CH2:12][N:13]2[C:17]3[CH:18]=[CH:19][CH:20]=[CH:21][C:16]=3[O:15][C:14]2=[O:22])[CH:4]=[C:5]([N+:7]([O-:9])=[O:8])[N:6]=1.[H-].[Na+].O1CCOCC1. The catalyst is O. The product is [CH3:23][C:11]1([CH2:12][N:13]2[C:17]3[CH:18]=[CH:19][CH:20]=[CH:21][C:16]=3[O:15][C:14]2=[O:22])[O:24][C:2]2=[N:6][C:5]([N+:7]([O-:9])=[O:8])=[CH:4][N:3]2[CH2:10]1. The yield is 0.380. (5) The reactants are ClC(Cl)(Cl)C(=N)O[C:5]([C:8]1[CH:13]=[CH:12][CH:11]=[CH:10][CH:9]=1)([CH3:7])[CH3:6].[CH:17]1([C:22]([OH:24])=[O:23])[CH2:21][CH:20]=[CH:19][CH2:18]1. The catalyst is C1CCCCC1.C(Cl)Cl. The product is [CH:17]1([C:22]([O:24][C:5]([C:8]2[CH:13]=[CH:12][CH:11]=[CH:10][CH:9]=2)([CH3:7])[CH3:6])=[O:23])[CH2:21][CH:20]=[CH:19][CH2:18]1. The yield is 0.900. (6) The product is [CH3:26][O:25][C:22]1[CH:21]=[CH:20][C:19]([CH2:18][N:17]2[C:12]3[NH:10][N:11]=[C:8]([NH:7][C:1]4[CH:6]=[CH:5][CH:4]=[CH:3][CH:2]=4)[C:13]=3[C:14](=[O:29])[N:15]([CH3:28])[C:16]2=[O:27])=[CH:24][CH:23]=1. The yield is 0.610. The reactants are [C:1]1([N:7]=[C:8]=S)[CH:6]=[CH:5][CH:4]=[CH:3][CH:2]=1.[NH:10]([C:12]1[N:17]([CH2:18][C:19]2[CH:24]=[CH:23][C:22]([O:25][CH3:26])=[CH:21][CH:20]=2)[C:16](=[O:27])[N:15]([CH3:28])[C:14](=[O:29])[CH:13]=1)[NH2:11]. The catalyst is CN(C=O)C. (7) The reactants are [C:1]([O:5][C:6]([N:8]1[CH2:12][CH:11]([OH:13])[CH2:10][CH:9]1[C:14]1[NH:15][C:16]([C:19]2[CH:24]=[CH:23][C:22]([Br:25])=[CH:21][CH:20]=2)=[CH:17][N:18]=1)=[O:7])([CH3:4])([CH3:3])[CH3:2].[H-].[Na+].[CH3:28][Si:29]([CH2:32][CH2:33][O:34][CH2:35]Cl)([CH3:31])[CH3:30]. The catalyst is CN(C=O)C. The product is [C:1]([O:5][C:6]([N:8]1[CH2:12][CH:11]([OH:13])[CH2:10][CH:9]1[C:14]1[N:18]([CH2:35][O:34][CH2:33][CH2:32][Si:29]([CH3:31])([CH3:30])[CH3:28])[CH:17]=[C:16]([C:19]2[CH:24]=[CH:23][C:22]([Br:25])=[CH:21][CH:20]=2)[N:15]=1)=[O:7])([CH3:4])([CH3:2])[CH3:3]. The yield is 0.980.